Dataset: Peptide-MHC class II binding affinity with 134,281 pairs from IEDB. Task: Regression. Given a peptide amino acid sequence and an MHC pseudo amino acid sequence, predict their binding affinity value. This is MHC class II binding data. (1) The peptide sequence is AFKCAATAANAAPAN. The MHC is DRB1_0802 with pseudo-sequence DRB1_0802. The binding affinity (normalized) is 0.403. (2) The peptide sequence is TSCSLMHTAVDLVNE. The MHC is DRB1_0701 with pseudo-sequence DRB1_0701. The binding affinity (normalized) is 0.496. (3) The peptide sequence is RQELYLMGSLVHSMLV. The MHC is DRB5_0101 with pseudo-sequence DRB5_0101. The binding affinity (normalized) is 0.610. (4) The peptide sequence is YRIQRLIEELCPNET. The MHC is DRB1_0101 with pseudo-sequence DRB1_0101. The binding affinity (normalized) is 0.274. (5) The peptide sequence is PAGFEPEMLRKKQITVL. The MHC is DRB1_0404 with pseudo-sequence DRB1_0404. The binding affinity (normalized) is 0.263. (6) The peptide sequence is VDRDTARRHLAEGKV. The MHC is HLA-DQA10303-DQB10402 with pseudo-sequence HLA-DQA10303-DQB10402. The binding affinity (normalized) is 0.339. (7) The peptide sequence is PVKTDVLRDAKMILD. The MHC is DRB1_0101 with pseudo-sequence DRB1_0101. The binding affinity (normalized) is 0.420. (8) The peptide sequence is DIVEVDRDTARRHLA. The MHC is DRB1_0901 with pseudo-sequence DRB1_0901. The binding affinity (normalized) is 0.174. (9) The peptide sequence is KGDEQKLRSAGEVEI. The MHC is DRB1_1501 with pseudo-sequence DRB1_1501. The binding affinity (normalized) is 0.126. (10) The peptide sequence is AAATAGTTVYGLFAA. The MHC is HLA-DPA10103-DPB10601 with pseudo-sequence HLA-DPA10103-DPB10601. The binding affinity (normalized) is 0.146.